Dataset: Reaction yield outcomes from USPTO patents with 853,638 reactions. Task: Predict the reaction yield, written as a fraction of the theoretical maximum amount of product (1.0 means a 100% yield; for example, 0.34 means a 34% yield). (1) The reactants are [CH2:1]([C:4]1[CH:9]=[CH:8][CH:7]=[CH:6][C:5]=1[OH:10])[CH:2]=[CH2:3].Br[CH2:12][C:13](OC)=[O:14].C(=O)([O-])[O-].[K+].[K+]. The catalyst is CN(C)C=O. The product is [CH2:1]([C:4]1[CH:9]=[CH:8][CH:7]=[CH:6][C:5]=1[O:10][CH2:12][CH2:13][OH:14])[CH:2]=[CH2:3]. The yield is 0.760. (2) The reactants are [CH2:1]([CH:8]([C:19](=[O:28])[CH:20]=[CH:21][C:22]1[CH:27]=[CH:26][CH:25]=[CH:24][CH:23]=1)[C:9](=[O:18])[CH:10]=[CH:11][C:12]1[CH:17]=[CH:16][CH:15]=[CH:14][CH:13]=1)[C:2]1[CH:7]=[CH:6][CH:5]=[CH:4][CH:3]=1.CCCCCC. The catalyst is [Pd].C(OCC)(=O)C. The product is [CH2:1]([CH:8]([C:9](=[O:18])[CH2:10][CH2:11][C:12]1[CH:17]=[CH:16][CH:15]=[CH:14][CH:13]=1)[C:19](=[O:28])[CH2:20][CH2:21][C:22]1[CH:23]=[CH:24][CH:25]=[CH:26][CH:27]=1)[C:2]1[CH:3]=[CH:4][CH:5]=[CH:6][CH:7]=1. The yield is 0.690. (3) The catalyst is CN(C)C=O. The reactants are [CH3:1][O:2][CH:3]1[CH2:5][CH:4]1[C:6]([OH:8])=O.Cl.[NH2:10][C:11]1[N:12]=[C:13]2[CH:18]=[CH:17][C:16]([O:19][C:20]3[CH:21]=[CH:22][C:23]([CH3:36])=[C:24]([NH:26][C:27]([C:29]4[N:33]([CH3:34])[N:32]=[C:31]([CH3:35])[CH:30]=4)=[O:28])[CH:25]=3)=[N:15][N:14]2[CH:37]=1.F[P-](F)(F)(F)(F)F.N1(OC(N(C)C)=[N+](C)C)C2N=CC=CC=2N=N1.C(N(CC)C(C)C)(C)C. The product is [CH3:1][O:2][CH:3]1[CH2:5][CH:4]1[C:6]([NH:10][C:11]1[N:12]=[C:13]2[CH:18]=[CH:17][C:16]([O:19][C:20]3[CH:21]=[CH:22][C:23]([CH3:36])=[C:24]([NH:26][C:27]([C:29]4[N:33]([CH3:34])[N:32]=[C:31]([CH3:35])[CH:30]=4)=[O:28])[CH:25]=3)=[N:15][N:14]2[CH:37]=1)=[O:8]. The yield is 0.350. (4) The reactants are [H-].[Na+].[CH3:3][C:4]1[CH:5]=[C:6]2[C:10](=[CH:11][CH:12]=1)[NH:9][C:8](=[O:13])[C:7]2=[O:14].[CH3:15][O:16][C:17](=[O:24])[CH:18](Br)[CH2:19][CH:20]([CH3:22])[CH3:21]. The catalyst is CN(C)C=O.O. The product is [CH3:15][O:16][C:17](=[O:24])[CH:18]([N:9]1[C:10]2[C:6](=[CH:5][C:4]([CH3:3])=[CH:12][CH:11]=2)[C:7](=[O:14])[C:8]1=[O:13])[CH2:19][CH:20]([CH3:22])[CH3:21]. The yield is 0.560. (5) The reactants are Br[C:2]1[CH:10]=[CH:9][CH:8]=[C:7]2[C:3]=1[C:4]1([C:29]3=[N:30][C:31]([O:34][CH3:35])=[CH:32][CH:33]=[C:28]3[O:27][CH2:26]1)[C:5](=[O:25])[N:6]2[CH2:11][CH:12]1[CH2:17][CH2:16][N:15](C(OC(C)(C)C)=O)[CH2:14][CH2:13]1.C(O)=O.C(N(CC)CC)C. The catalyst is O1CCOCC1.C1C=CC([P]([Pd]([P](C2C=CC=CC=2)(C2C=CC=CC=2)C2C=CC=CC=2)([P](C2C=CC=CC=2)(C2C=CC=CC=2)C2C=CC=CC=2)[P](C2C=CC=CC=2)(C2C=CC=CC=2)C2C=CC=CC=2)(C2C=CC=CC=2)C2C=CC=CC=2)=CC=1. The product is [CH3:35][O:34][C:31]1[N:30]=[C:29]2[C:4]3([CH2:26][O:27][C:28]2=[CH:33][CH:32]=1)[C:3]1[C:7](=[CH:8][CH:9]=[CH:10][CH:2]=1)[N:6]([CH2:11][CH:12]1[CH2:13][CH2:14][NH:15][CH2:16][CH2:17]1)[C:5]3=[O:25]. The yield is 0.280. (6) The reactants are [Cl:1][C:2]1[C:3]([NH:25][C:26]2[CH:31]=[CH:30][CH:29]=[CH:28][C:27]=2[S:32]([N:35]([CH3:37])[CH3:36])(=[O:34])=[O:33])=[N:4][C:5]([NH:8][C:9]2[C:22]([O:23][CH3:24])=[CH:21][C:12]3[CH2:13][CH2:14][N:15]([CH2:18][CH2:19][OH:20])[CH2:16][CH2:17][C:11]=3[CH:10]=2)=[N:6][CH:7]=1.C(OC([NH:45][C@H:46]([C:50](O)=[O:51])[CH:47]([CH3:49])[CH3:48])=O)(C)(C)C. No catalyst specified. The product is [Cl:1][C:2]1[C:3]([NH:25][C:26]2[CH:31]=[CH:30][CH:29]=[CH:28][C:27]=2[S:32](=[O:34])(=[O:33])[N:35]([CH3:36])[CH3:37])=[N:4][C:5]([NH:8][C:9]2[C:22]([O:23][CH3:24])=[CH:21][C:12]3[CH2:13][CH2:14][N:15]([CH2:18][CH2:19][O:20][C:50](=[O:51])[C@@H:46]([NH2:45])[CH:47]([CH3:49])[CH3:48])[CH2:16][CH2:17][C:11]=3[CH:10]=2)=[N:6][CH:7]=1. The yield is 0.450. (7) The reactants are [OH:1][C:2]1[CH:10]=[CH:9][C:5]([C:6]([OH:8])=[O:7])=[CH:4][CH:3]=1.[CH2:11](Br)[C:12]1[CH:17]=[CH:16][CH:15]=[CH:14][CH:13]=1.C(=O)([O-])[O-].[K+].[K+].Cl. The catalyst is CO.[Cl-].C(C([NH3+])(C(=O)CCCCCCC)C(=O)CCCCCCC)(=O)CCCCCCC. The product is [CH2:11]([O:1][C:2]1[CH:10]=[CH:9][C:5]([C:6]([OH:8])=[O:7])=[CH:4][CH:3]=1)[C:12]1[CH:17]=[CH:16][CH:15]=[CH:14][CH:13]=1. The yield is 0.550. (8) The reactants are Cl.[CH3:2][N:3]([CH3:30])[C:4]1([C:23]2[CH:28]=[CH:27][C:26]([F:29])=[CH:25][CH:24]=2)[CH2:9][CH2:8][C:7](=[CH:10][C:11]([NH:13][CH2:14][CH2:15][CH2:16][C:17]2[CH:22]=[CH:21][CH:20]=[CH:19][CH:18]=2)=[O:12])[CH2:6][CH2:5]1. The catalyst is [Pd].CO. The product is [CH3:30][N:3]([CH3:2])[C:4]1([C:23]2[CH:28]=[CH:27][C:26]([F:29])=[CH:25][CH:24]=2)[CH2:9][CH2:8][CH:7]([CH2:10][C:11]([NH:13][CH2:14][CH2:15][CH2:16][C:17]2[CH:18]=[CH:19][CH:20]=[CH:21][CH:22]=2)=[O:12])[CH2:6][CH2:5]1. The yield is 0.240.